Predict the reaction yield, written as a fraction of the theoretical maximum amount of product (1.0 means a 100% yield; for example, 0.34 means a 34% yield). From a dataset of Reaction yield outcomes from USPTO patents with 853,638 reactions. (1) The reactants are COC1C=CC(C[N:8]2[C:12]3=[N:13][CH:14]=[CH:15][C:16]([O:17][C:18]4[CH:23]=[CH:22][C:21]([NH:24][C:25]([C:27]56[CH2:32][CH:31]5[CH2:30][N:29]([C:33]5[CH:38]=[CH:37][C:36]([F:39])=[CH:35][CH:34]=5)[C:28]6=[O:40])=[O:26])=[CH:20][C:19]=4[F:41])=[C:11]3[C:10]([N:42]3[CH2:47][CH2:46][CH:45]([N:48]([CH3:50])[CH3:49])[CH2:44][CH2:43]3)=[N:9]2)=CC=1. The catalyst is C(O)(C(F)(F)F)=O. The product is [CH3:49][N:48]([CH3:50])[CH:45]1[CH2:46][CH2:47][N:42]([C:10]2[C:11]3[C:12](=[N:13][CH:14]=[CH:15][C:16]=3[O:17][C:18]3[CH:23]=[CH:22][C:21]([NH:24][C:25]([C:27]45[CH2:32][CH:31]4[CH2:30][N:29]([C:33]4[CH:34]=[CH:35][C:36]([F:39])=[CH:37][CH:38]=4)[C:28]5=[O:40])=[O:26])=[CH:20][C:19]=3[F:41])[NH:8][N:9]=2)[CH2:43][CH2:44]1. The yield is 0.680. (2) The product is [C:1]([NH:5][C:6]([C:8]1[C:16]2[C:11](=[N:12][CH:13]=[C:14]([C:17]3[C:25]4[C:20](=[C:21]([CH2:26][OH:27])[CH:22]=[CH:23][CH:24]=4)[NH:19][N:18]=3)[N:15]=2)[NH:10][CH:9]=1)=[O:7])([CH3:4])([CH3:2])[CH3:3]. The yield is 0.410. The catalyst is C1COCC1. The reactants are [C:1]([NH:5][C:6]([C:8]1[C:16]2[C:11](=[N:12][CH:13]=[C:14]([C:17]3[C:25]4[C:20](=[C:21]([C:26](C)(C)[O:27][SiH2]C(C)(C)C)[CH:22]=[CH:23][CH:24]=4)[NH:19][N:18]=3)[N:15]=2)[N:10](COCC[Si](C)(C)C)[CH:9]=1)=[O:7])([CH3:4])([CH3:3])[CH3:2].[F-].C([N+](CCCC)(CCCC)CCCC)CCC.